This data is from Forward reaction prediction with 1.9M reactions from USPTO patents (1976-2016). The task is: Predict the product of the given reaction. (1) Given the reactants [Cl:1][C:2]1[CH:7]=[CH:6][CH:5]=[CH:4][C:3]=1[C:8]1[CH:17]=[C:16]([N+:18]([O-:20])=[O:19])[CH:15]=[C:14]2[C:9]=1[CH2:10][CH2:11][NH:12][CH2:13]2.C(N(CC)CC)C.[C:28](Cl)(=[O:32])[CH2:29][CH2:30][CH3:31], predict the reaction product. The product is: [Cl:1][C:2]1[CH:7]=[CH:6][CH:5]=[CH:4][C:3]=1[C:8]1[CH:17]=[C:16]([N+:18]([O-:20])=[O:19])[CH:15]=[C:14]2[C:9]=1[CH2:10][CH2:11][N:12]([C:28](=[O:32])[CH2:29][CH2:30][CH3:31])[CH2:13]2. (2) Given the reactants [Br:1][C:2]1[CH:3]=[C:4]2[C:8](=[C:9]([N+:11]([O-:13])=[O:12])[CH:10]=1)[NH:7]C(=O)[C:5]2=[O:15].[OH:16]O.Cl, predict the reaction product. The product is: [NH2:7][C:8]1[C:9]([N+:11]([O-:13])=[O:12])=[CH:10][C:2]([Br:1])=[CH:3][C:4]=1[C:5]([OH:15])=[O:16]. (3) Given the reactants O[CH:2]=[C:3]1[C:12]2([CH2:17][CH2:16][N:15]([C:18](=[O:31])[C:19]3[CH:24]=[CH:23][C:22]([O:25][CH3:26])=[C:21]([C:27]([F:30])([F:29])[F:28])[CH:20]=3)[CH2:14][CH2:13]2)[O:11][C:10]2[C:5](=[CH:6][CH:7]=[CH:8][CH:9]=2)[C:4]1=O.[NH2:33][NH2:34], predict the reaction product. The product is: [CH3:26][O:25][C:22]1[CH:23]=[CH:24][C:19]([C:18]([N:15]2[CH2:14][CH2:13][C:12]3([C:3]4[CH:2]=[N:34][NH:33][C:4]=4[C:5]4[CH:6]=[CH:7][CH:8]=[CH:9][C:10]=4[O:11]3)[CH2:17][CH2:16]2)=[O:31])=[CH:20][C:21]=1[C:27]([F:28])([F:29])[F:30]. (4) Given the reactants Cl[C:2]1[C:7]([Cl:8])=[CH:6][CH:5]=[CH:4][N:3]=1.[NH2:9][C:10]1[S:11][CH:12]=[CH:13][N:14]=1.Cl[C:16]1[C:25]2[C:20](=[CH:21][CH:22]=[C:23]([OH:26])[CH:24]=2)[N:19]=[CH:18][N:17]=1, predict the reaction product. The product is: [CH3:4][N:3]1[CH:2]=[CH:7][C:10]([NH:14][C:13]2[C:12]3[C:20](=[CH:25][CH:24]=[CH:23][CH:22]=3)[N:19]=[CH:18][N:17]=2)=[N:9]1.[Cl:8][C:7]1[C:2]([O:26][C:23]2[CH:24]=[C:25]3[C:20](=[CH:21][CH:22]=2)[N:19]=[CH:18][N:17]=[C:16]3[NH:9][C:10]2[S:11][CH:12]=[CH:13][N:14]=2)=[N:3][CH:4]=[CH:5][CH:6]=1.